This data is from Catalyst prediction with 721,799 reactions and 888 catalyst types from USPTO. The task is: Predict which catalyst facilitates the given reaction. (1) Reactant: [Cl:1][C:2]1[C:7]([Cl:8])=[CH:6][CH:5]=[CH:4][C:3]=1[NH:9][C:10]1[C:19]2[C:14](=[CH:15][C:16]([O:27][CH3:28])=[C:17]([N:20]3[CH2:25][CH2:24][N:23]([CH3:26])[CH2:22][CH2:21]3)[CH:18]=2)[N:13]=[CH:12][C:11]=1C(OCC)=O.[CH:34]([NH2:36])=[O:35].C[O-].[Na+].CO. Product: [Cl:1][C:2]1[C:7]([Cl:8])=[CH:6][CH:5]=[CH:4][C:3]=1[NH:9][C:10]1[C:19]2[C:14](=[CH:15][C:16]([O:27][CH3:28])=[C:17]([N:20]3[CH2:21][CH2:22][N:23]([CH3:26])[CH2:24][CH2:25]3)[CH:18]=2)[N:13]=[CH:12][C:11]=1[C:34]([NH2:36])=[O:35]. The catalyst class is: 18. (2) Reactant: [C:1]([C:4]1[C:5]([C:27]2[CH:32]=[CH:31][C:30]([C:33]([F:36])([F:35])[F:34])=[CH:29][CH:28]=2)=[CH:6][C:7]([CH2:10][NH:11][C:12]([C@@H:14]2[CH2:18][C@@H:17]([F:19])[CH2:16][N:15]2[C:20]([O:22][C:23]([CH3:26])([CH3:25])[CH3:24])=[O:21])=[O:13])=[N:8][CH:9]=1)(=O)[NH2:2].C(OC(C(F)(F)F)=O)(C(F)(F)F)=O. Product: [C:1]([C:4]1[C:5]([C:27]2[CH:32]=[CH:31][C:30]([C:33]([F:34])([F:35])[F:36])=[CH:29][CH:28]=2)=[CH:6][C:7]([CH2:10][NH:11][C:12]([C@@H:14]2[CH2:18][C@@H:17]([F:19])[CH2:16][N:15]2[C:20]([O:22][C:23]([CH3:26])([CH3:25])[CH3:24])=[O:21])=[O:13])=[N:8][CH:9]=1)#[N:2]. The catalyst class is: 4. (3) Reactant: [NH2:1][C:2]1[S:6][N:5]=[C:4]([C:7]2[CH:12]=[CH:11][C:10]([NH2:13])=[CH:9][CH:8]=2)[C:3]=1[C:14]([NH2:16])=[O:15].C(N(CC)C(C)C)(C)C.[C:26]1([CH3:35])[CH:31]=[CH:30][C:29]([N:32]=[C:33]=[O:34])=[CH:28][CH:27]=1. Product: [NH2:1][C:2]1[S:6][N:5]=[C:4]([C:7]2[CH:8]=[CH:9][C:10]([NH:13][C:33]([NH:32][C:29]3[CH:30]=[CH:31][C:26]([CH3:35])=[CH:27][CH:28]=3)=[O:34])=[CH:11][CH:12]=2)[C:3]=1[C:14]([NH2:16])=[O:15]. The catalyst class is: 2. (4) Reactant: [OH:1][C@@H:2]1[C@@H:7]2[O:8]C(C3C=CC=CC=3)[O:10][CH2:11][C@H:6]2[O:5][CH2:4][C@H:3]1[N:18]1[CH:23]=[C:22]([CH3:24])[C:21](=[O:25])[NH:20][C:19]1=[O:26].Cl. Product: [OH:1][C@@H:2]1[C@H:7]([OH:8])[C@@H:6]([CH2:11][OH:10])[O:5][CH2:4][C@H:3]1[N:18]1[CH:23]=[C:22]([CH3:24])[C:21](=[O:25])[NH:20][C:19]1=[O:26]. The catalyst class is: 125. (5) Reactant: [CH2:1]([NH:8][C:9]([C:11]1[S:15][C:14]([N:16]2[CH2:21][CH2:20][CH2:19][C:18](=[CH:22][C:23]3[CH:24]=[N:25][CH:26]=[CH:27][CH:28]=3)[C:17]2=[O:29])=[N:13][C:12]=1[CH3:30])=[O:10])[C:2]1[CH:7]=[CH:6][CH:5]=[CH:4][CH:3]=1. Product: [CH2:1]([NH:8][C:9]([C:11]1[S:15][C:14]([N:16]2[CH2:21][CH2:20][CH2:19][CH:18]([CH2:22][C:23]3[CH:24]=[N:25][CH:26]=[CH:27][CH:28]=3)[C:17]2=[O:29])=[N:13][C:12]=1[CH3:30])=[O:10])[C:2]1[CH:3]=[CH:4][CH:5]=[CH:6][CH:7]=1. The catalyst class is: 78. (6) Reactant: [Br:1][C:2]1[CH:11]=[C:10]2[C:5]([C:6]([NH:13][CH2:14][CH:15]([CH3:17])[CH3:16])=[C:7]([NH2:12])[CH:8]=[N:9]2)=[N:4][CH:3]=1.C(N(CC)CC)C.[CH2:25]([O:27][CH2:28][C:29](Cl)=O)[CH3:26].C(O)C. Product: [Br:1][C:2]1[CH:3]=[N:4][C:5]2[C:6]3[N:13]([CH2:14][CH:15]([CH3:17])[CH3:16])[C:26]([CH2:25][O:27][CH2:28][CH3:29])=[N:12][C:7]=3[CH:8]=[N:9][C:10]=2[CH:11]=1. The catalyst class is: 4.